Task: Predict which catalyst facilitates the given reaction.. Dataset: Catalyst prediction with 721,799 reactions and 888 catalyst types from USPTO (1) Reactant: Br[C:2]1[CH:3]=[C:4]([N:18]2[CH2:23][CH2:22][O:21][CH2:20][CH2:19]2)[C:5]([O:8][CH2:9][CH2:10][O:11][CH:12]2[CH2:17][CH2:16][CH2:15][CH2:14][O:13]2)=[N:6][CH:7]=1.[CH3:24][C:25]1[CH:31]=[CH:30][C:28]([NH2:29])=[CH:27][C:26]=1B1OC(C)(C)C(C)(C)O1.C(Cl)Cl.C(=O)([O-])[O-].[Na+].[Na+]. Product: [CH3:24][C:25]1[CH:31]=[CH:30][C:28]([NH2:29])=[CH:27][C:26]=1[C:2]1[CH:7]=[N:6][C:5]([O:8][CH2:9][CH2:10][O:11][CH:12]2[CH2:17][CH2:16][CH2:15][CH2:14][O:13]2)=[C:4]([N:18]2[CH2:23][CH2:22][O:21][CH2:20][CH2:19]2)[CH:3]=1. The catalyst class is: 75. (2) Reactant: [OH:1][C:2]1[CH:3]=[C:4]([CH:21]=[CH:22][CH:23]=1)[CH2:5][N:6]1[CH2:11][CH2:10][N:9]([C:12]([NH:14][C:15]2[CH:16]=[N:17][CH:18]=[CH:19][CH:20]=2)=[O:13])[CH2:8][CH2:7]1.O[CH2:25][C:26]1[CH:27]=[C:28]([CH:33]=[CH:34][CH:35]=1)[C:29]([O:31][CH3:32])=[O:30].C1C=CC(P(C2C=CC=CC=2)C2C=CC=CC=2)=CC=1.CCOC(/N=N/C(OCC)=O)=O. Product: [N:17]1[CH:18]=[CH:19][CH:20]=[C:15]([NH:14][C:12]([N:9]2[CH2:8][CH2:7][N:6]([CH2:5][C:4]3[CH:3]=[C:2]([CH:23]=[CH:22][CH:21]=3)[O:1][CH2:25][C:26]3[CH:27]=[C:28]([CH:33]=[CH:34][CH:35]=3)[C:29]([O:31][CH3:32])=[O:30])[CH2:11][CH2:10]2)=[O:13])[CH:16]=1. The catalyst class is: 1. (3) Reactant: [CH:1]([O:4][C:5]([C:7]1[C:12]([C:13](=[O:15])[CH3:14])=[C:11](C(C)C)[CH:10]=[CH:9][N:8]=1)=[O:6])([CH3:3])[CH3:2].O.C1(C)C=CC(S(O)(=O)=O)=CC=1.[CH2:31](O)[CH2:32][OH:33].C([O-])([O-])=O.[Na+].[Na+]. Product: [CH:1]([O:4][C:5]([C:7]1[C:12]([C:13]2([CH3:14])[O:15][CH2:31][CH2:32][O:33]2)=[CH:11][CH:10]=[CH:9][N:8]=1)=[O:6])([CH3:2])[CH3:3]. The catalyst class is: 11. (4) Reactant: [Br:1][C:2]1[CH:7]=[CH:6][C:5]([C:8](=[N:22][O:23][CH2:24][CH3:25])[CH:9]2[CH2:14][CH2:13][N:12]([C:15]3([CH3:21])[CH2:20][CH2:19][NH:18][CH2:17][CH2:16]3)[CH2:11][CH2:10]2)=[CH:4][CH:3]=1.[Cl:26][C:27]1[CH:36]=[C:35]2[C:30]([C:31]([C:37](O)=[O:38])=[CH:32][CH:33]=[N:34]2)=[CH:29][C:28]=1[CH3:40].CCN(CC)CC.CN(C(ON1N=NC2C=CC=NC1=2)=[N+](C)C)C.F[P-](F)(F)(F)(F)F. Product: [Br:1][C:2]1[CH:7]=[CH:6][C:5](/[C:8](=[N:22]/[O:23][CH2:24][CH3:25])/[CH:9]2[CH2:10][CH2:11][N:12]([C:15]3([CH3:21])[CH2:20][CH2:19][N:18]([C:37]([C:31]4[C:30]5[C:35](=[CH:36][C:27]([Cl:26])=[C:28]([CH3:40])[CH:29]=5)[N:34]=[CH:33][CH:32]=4)=[O:38])[CH2:17][CH2:16]3)[CH2:13][CH2:14]2)=[CH:4][CH:3]=1. The catalyst class is: 3. (5) Reactant: [C:1](=[C:4]([C:10]([O:12][CH2:13][CH3:14])=[O:11])[C:5]([O:7][CH2:8][CH3:9])=[O:6])([CH3:3])[CH3:2].[Br:15]N1C(=O)CCC1=O.C(OOC(=O)C1C=CC=CC=1)(=O)C1C=CC=CC=1. Product: [Br:15][CH2:3][C:1](=[C:4]([C:10]([O:12][CH2:13][CH3:14])=[O:11])[C:5]([O:7][CH2:8][CH3:9])=[O:6])[CH3:2]. The catalyst class is: 53.